From a dataset of Catalyst prediction with 721,799 reactions and 888 catalyst types from USPTO. Predict which catalyst facilitates the given reaction. (1) Reactant: Cl.[C:2]([C:4]1([C:16]2[S:17][CH:18]=[CH:19][CH:20]=2)[CH2:9][CH:8](C(OCC)=O)[C:7](=[O:15])[CH2:6][CH2:5]1)#[N:3].[OH-].[Na+]. Product: [C:2]([C:4]1([C:16]2[S:17][CH:18]=[CH:19][CH:20]=2)[CH2:9][CH2:8][C:7](=[O:15])[CH2:6][CH2:5]1)#[N:3]. The catalyst class is: 15. (2) Reactant: CN(C(ON1N=NC2C=CC=NC1=2)=[N+](C)C)C.F[P-](F)(F)(F)(F)F.[NH2:25][C:26]1[CH:34]=[CH:33][C:29]([C:30]([OH:32])=O)=[CH:28][C:27]=1[Cl:35].[NH2:36][CH:37]1[CH2:42][CH2:41][N:40]([CH3:43])[CH2:39][CH2:38]1.CCN(C(C)C)C(C)C. Product: [NH2:25][C:26]1[CH:34]=[CH:33][C:29]([C:30]([NH:36][CH:37]2[CH2:42][CH2:41][N:40]([CH3:43])[CH2:39][CH2:38]2)=[O:32])=[CH:28][C:27]=1[Cl:35]. The catalyst class is: 369.